This data is from Forward reaction prediction with 1.9M reactions from USPTO patents (1976-2016). The task is: Predict the product of the given reaction. Given the reactants Cl[CH2:2][C:3](Cl)=[O:4].[CH3:6][C:7]1[CH:8]=[C:9]([NH:21][C:22]2[C:31]3[C:26](=[CH:27][CH:28]=[CH:29][C:30]=3[O:32][CH2:33][C@H:34]3[CH2:38][CH2:37][CH2:36][NH:35]3)[N:25]=[CH:24][N:23]=2)[CH:10]=[CH:11][C:12]=1[O:13][C:14]1[CH:15]=[N:16][C:17]([CH3:20])=[CH:18][CH:19]=1.[CH:39]([N:42]([CH:45]([CH3:47])C)CC)([CH3:41])C.N1CCCC1, predict the reaction product. The product is: [CH3:6][C:7]1[CH:8]=[C:9]([NH:21][C:22]2[C:31]3[C:26](=[CH:27][CH:28]=[CH:29][C:30]=3[O:32][CH2:33][C@H:34]3[CH2:38][CH2:37][CH2:36][N:35]3[C:3](=[O:4])[CH2:2][N:42]3[CH2:39][CH2:41][CH2:47][CH2:45]3)[N:25]=[CH:24][N:23]=2)[CH:10]=[CH:11][C:12]=1[O:13][C:14]1[CH:15]=[N:16][C:17]([CH3:20])=[CH:18][CH:19]=1.